Dataset: Forward reaction prediction with 1.9M reactions from USPTO patents (1976-2016). Task: Predict the product of the given reaction. (1) Given the reactants [C:1]1([S:7]([C:10]2[CH:19]=[C:18]3[C:13]([CH2:14][CH2:15][C@H:16]([CH2:20][NH2:21])[O:17]3)=[CH:12][CH:11]=2)(=[O:9])=[O:8])[CH:6]=[CH:5][CH:4]=[CH:3][CH:2]=1.[CH2:22]([O:29][CH2:30][C:31](Cl)=[O:32])[C:23]1[CH:28]=[CH:27][CH:26]=[CH:25][CH:24]=1, predict the reaction product. The product is: [C:1]1([S:7]([C:10]2[CH:19]=[C:18]3[C:13]([CH2:14][CH2:15][C@H:16]([CH2:20][NH:21][C:31](=[O:32])[CH2:30][O:29][CH2:22][C:23]4[CH:28]=[CH:27][CH:26]=[CH:25][CH:24]=4)[O:17]3)=[CH:12][CH:11]=2)(=[O:9])=[O:8])[CH:2]=[CH:3][CH:4]=[CH:5][CH:6]=1. (2) Given the reactants [C:1]([N:4]1[C:13]2[C:8](=[CH:9][CH:10]=[CH:11][CH:12]=2)[C@@H:7]([OH:14])[CH2:6][C@@H:5]1[CH3:15])(=[O:3])[CH3:2].[F:16][C:17]1[CH:22]=[CH:21][C:20](O)=[CH:19][CH:18]=1.C(P(CCCC)CCCC)CCC, predict the reaction product. The product is: [C:1]([N:4]1[C:13]2[C:8](=[CH:9][CH:10]=[CH:11][CH:12]=2)[C@H:7]([O:14][C:20]2[CH:21]=[CH:22][C:17]([F:16])=[CH:18][CH:19]=2)[CH2:6][C@@H:5]1[CH3:15])(=[O:3])[CH3:2].